Dataset: Catalyst prediction with 721,799 reactions and 888 catalyst types from USPTO. Task: Predict which catalyst facilitates the given reaction. Reactant: [C:1]12([C:11]([C:14]3[CH:19]=[CH:18][C:17]([O:20][CH2:21][C:22]4[CH:27]=[CH:26][CH:25]=[CH:24][CH:23]=4)=[CH:16][C:15]=3F)=[N:12][OH:13])[CH2:10][CH:5]3[CH2:6][CH:7]([CH2:9][CH:3]([CH2:4]3)[CH2:2]1)[CH2:8]2.N#N.[H-].[Na+].O. Product: [C:1]12([C:11]3[C:14]4[CH:19]=[CH:18][C:17]([O:20][CH2:21][C:22]5[CH:27]=[CH:26][CH:25]=[CH:24][CH:23]=5)=[CH:16][C:15]=4[O:13][N:12]=3)[CH2:10][CH:5]3[CH2:6][CH:7]([CH2:9][CH:3]([CH2:4]3)[CH2:2]1)[CH2:8]2. The catalyst class is: 3.